Task: Predict the product of the given reaction.. Dataset: Forward reaction prediction with 1.9M reactions from USPTO patents (1976-2016) (1) Given the reactants [CH2:1]([N:3](CC)[C:4]([C:6]1[CH:11]=[C:10]([C:12]2[CH:13]=[N:14][N:15]([CH2:17][CH2:18][CH2:19][OH:20])[CH:16]=2)[CH:9]=[CH:8][C:7]=1[NH:21][C:22]1[C:27]([C:28]([F:31])([F:30])[F:29])=[CH:26][N:25]=[C:24]([NH:32][C:33]2[CH:45]=[CH:44][C:36]([CH2:37][P:38](=[O:43])([OH:42])[O:39][CH2:40][CH3:41])=[CH:35][C:34]=2OC)[N:23]=1)=[O:5])[CH3:2].C(NC(C1C=C(C2C=NN(CCCO)C=2)C=CC=1NC1C(C(F)(F)F)=CN=C(NC2C=CC(CP(=O)(OCC)OCC)=CC=2)N=1)=O)C, predict the reaction product. The product is: [CH2:1]([NH:3][C:4]([C:6]1[CH:11]=[C:10]([C:12]2[CH:13]=[N:14][N:15]([CH2:17][CH2:18][CH2:19][OH:20])[CH:16]=2)[CH:9]=[CH:8][C:7]=1[NH:21][C:22]1[C:27]([C:28]([F:29])([F:30])[F:31])=[CH:26][N:25]=[C:24]([NH:32][C:33]2[CH:34]=[CH:35][C:36]([CH2:37][P:38](=[O:42])([OH:43])[O:39][CH2:40][CH3:41])=[CH:44][CH:45]=2)[N:23]=1)=[O:5])[CH3:2]. (2) The product is: [Cl:8][C:4]1[CH:3]=[C:2]([CH:7]=[CH:6][CH:5]=1)[C:23]([C@@H:25]1[O:30][CH2:29][CH2:28][N:27]([C:31]([O:33][C:34]([CH3:37])([CH3:36])[CH3:35])=[O:32])[CH2:26]1)=[O:24]. Given the reactants Br[C:2]1[CH:7]=[CH:6][CH:5]=[C:4]([Cl:8])[CH:3]=1.[Li]CCCC.CCCCCC.CON(C)[C:23]([C@@H:25]1[O:30][CH2:29][CH2:28][N:27]([C:31]([O:33][C:34]([CH3:37])([CH3:36])[CH3:35])=[O:32])[CH2:26]1)=[O:24], predict the reaction product. (3) Given the reactants [Cl:1][C:2]1[C:11]2[C:6](=[CH:7][CH:8]=[CH:9][CH:10]=2)[CH:5]=[CH:4][C:3]=1[O:12][CH2:13][CH2:14][N:15]([CH2:17][C:18]1[O:19][CH:20]=[CH:21][CH:22]=1)[CH3:16].[CH3:23][I:24], predict the reaction product. The product is: [I-:24].[Cl:1][C:2]1[C:11]2[C:6](=[CH:7][CH:8]=[CH:9][CH:10]=2)[CH:5]=[CH:4][C:3]=1[O:12][CH2:13][CH2:14][N+:15]([CH2:17][C:18]1[O:19][CH:20]=[CH:21][CH:22]=1)([CH3:23])[CH3:16]. (4) Given the reactants [CH2:1]([C:3]1[CH:8]=[C:7]([C:9]([F:18])([C:14]([F:17])([F:16])[F:15])[C:10]([F:13])([F:12])[F:11])[CH:6]=[C:5]([CH2:19][CH3:20])[C:4]=1[NH:21][C:22](=[O:37])[C:23]1[CH:28]=[CH:27][C:26]([N:29]2[CH:33]=[N:32][CH:31]=[N:30]2)=[C:25]([N+:34]([O-])=O)[CH:24]=1)[CH3:2], predict the reaction product. The product is: [NH2:34][C:25]1[CH:24]=[C:23]([CH:28]=[CH:27][C:26]=1[N:29]1[CH:33]=[N:32][CH:31]=[N:30]1)[C:22]([NH:21][C:4]1[C:5]([CH2:19][CH3:20])=[CH:6][C:7]([C:9]([F:18])([C:10]([F:11])([F:12])[F:13])[C:14]([F:16])([F:17])[F:15])=[CH:8][C:3]=1[CH2:1][CH3:2])=[O:37]. (5) Given the reactants [CH2:1]([S-:3])[CH3:2].[Na+].[Cl:5][C:6]1[CH:11]=[C:10](I)[CH:9]=[CH:8][C:7]=1[NH:13][C:14](=[O:22])[C@:15]([OH:21])([CH3:20])[C:16]([F:19])([F:18])[F:17], predict the reaction product. The product is: [Cl:5][C:6]1[CH:11]=[C:10]([S:3][CH2:1][CH3:2])[CH:9]=[CH:8][C:7]=1[NH:13][C:14](=[O:22])[C@:15]([OH:21])([CH3:20])[C:16]([F:19])([F:18])[F:17]. (6) Given the reactants [Cl:1][C:2]1[CH:9]=[CH:8][CH:7]=[C:6]([F:10])[C:3]=1[CH:4]=O.[Br:11][C:12]1[CH:17]=[CH:16][C:15]([NH:18][NH2:19])=[CH:14][CH:13]=1.C([O-])(O)=O.[Na+], predict the reaction product. The product is: [Br:11][C:12]1[CH:17]=[CH:16][C:15]([NH:18]/[N:19]=[CH:4]/[C:3]2[C:6]([F:10])=[CH:7][CH:8]=[CH:9][C:2]=2[Cl:1])=[CH:14][CH:13]=1. (7) Given the reactants [CH:1]1[C:10]2[C:5](=[CH:6][CH:7]=[CH:8][CH:9]=2)[CH:4]=[CH:3][C:2]=1[CH2:11][CH:12]1[C:21]2[C:16](=[CH:17][C:18]([O:24][CH3:25])=[C:19]([O:22][CH3:23])[CH:20]=2)[CH2:15][CH2:14][NH:13]1.Br[CH2:27][C:28](Br)=[O:29].[CH2:31]([NH:38][CH3:39])[C:32]1[CH:37]=[CH:36][CH:35]=[CH:34][CH:33]=1, predict the reaction product. The product is: [CH:1]1[C:10]2[C:5](=[CH:6][CH:7]=[CH:8][CH:9]=2)[CH:4]=[CH:3][C:2]=1[CH2:11][CH:12]1[C:21]2[C:16](=[CH:17][C:18]([O:24][CH3:25])=[C:19]([O:22][CH3:23])[CH:20]=2)[CH2:15][CH2:14][N:13]1[CH2:27][C:28]([N:38]([CH2:31][C:32]1[CH:37]=[CH:36][CH:35]=[CH:34][CH:33]=1)[CH3:39])=[O:29].